From a dataset of Catalyst prediction with 721,799 reactions and 888 catalyst types from USPTO. Predict which catalyst facilitates the given reaction. (1) Product: [CH:1]1([NH:5][CH2:19][C:18]2[CH:21]=[CH:22][C:15]([N:12]3[CH2:11][CH2:10][N:9]([C:6](=[O:8])[CH3:7])[CH2:14][CH2:13]3)=[CH:16][C:17]=2[F:23])[CH2:4][CH2:3][CH2:2]1. The catalyst class is: 68. Reactant: [CH:1]1([NH2:5])[CH2:4][CH2:3][CH2:2]1.[C:6]([N:9]1[CH2:14][CH2:13][N:12]([C:15]2[CH:22]=[CH:21][C:18]([CH:19]=O)=[C:17]([F:23])[CH:16]=2)[CH2:11][CH2:10]1)(=[O:8])[CH3:7].C(O[BH-](OC(=O)C)OC(=O)C)(=O)C.[Na+].C(O)(=O)C.[OH-].[Na+]. (2) Reactant: [F:1][C:2]1[CH:7]=[CH:6][C:5]([C:8]2[CH:12]=[C:11]([CH:13]3[CH2:18][CH2:17][CH2:16][NH:15][CH2:14]3)[N:10]([C:19]3[N:24]=[CH:23][CH:22]=[CH:21][N:20]=3)[N:9]=2)=[CH:4][CH:3]=1.[F:25][C:26]([F:31])([F:30])[CH2:27][CH:28]=O.C(O)(=O)C.C([BH3-])#N.[Na+]. Product: [F:1][C:2]1[CH:3]=[CH:4][C:5]([C:8]2[CH:12]=[C:11]([CH:13]3[CH2:18][CH2:17][CH2:16][N:15]([CH2:28][CH2:27][C:26]([F:31])([F:30])[F:25])[CH2:14]3)[N:10]([C:19]3[N:20]=[CH:21][CH:22]=[CH:23][N:24]=3)[N:9]=2)=[CH:6][CH:7]=1. The catalyst class is: 26. (3) Reactant: [NH2:1][C:2]1[CH:9]=[CH:8][C:5]([C:6]#[N:7])=[C:4]([C:10]([F:13])([F:12])[F:11])[C:3]=1[CH3:14].C(N(CC)CC)C.[C:22]([O:25][CH2:26][C:27](Cl)=[O:28])(=[O:24])[CH3:23]. Product: [C:22]([O:25][CH2:26][C:27]([NH:1][C:2]1[CH:9]=[CH:8][C:5]([C:6]#[N:7])=[C:4]([C:10]([F:11])([F:12])[F:13])[C:3]=1[CH3:14])=[O:28])(=[O:24])[CH3:23]. The catalyst class is: 46. (4) Product: [Cl:17][C:14]1[CH:15]=[CH:16][C:11]([CH:2]([N:33]2[CH2:34][C:31](=[C:26]([C:21]3[CH:20]=[C:19]([F:18])[CH:24]=[C:23]([F:25])[CH:22]=3)[C:27]([CH3:30])([CH3:28])[CH3:29])[CH2:32]2)[C:3]2[CH:4]=[C:5]([CH:8]=[CH:9][CH:10]=2)[C:6]#[N:7])=[CH:12][CH:13]=1. The catalyst class is: 10. Reactant: Br[CH:2]([C:11]1[CH:16]=[CH:15][C:14]([Cl:17])=[CH:13][CH:12]=1)[C:3]1[CH:4]=[C:5]([CH:8]=[CH:9][CH:10]=1)[C:6]#[N:7].[F:18][C:19]1[CH:20]=[C:21]([C:26](=[C:31]2[CH2:34][NH:33][CH2:32]2)[C:27]([CH3:30])([CH3:29])[CH3:28])[CH:22]=[C:23]([F:25])[CH:24]=1.C(N(CC)C(C)C)(C)C. (5) Reactant: [CH:1]1([CH2:5][C:6]2[N:7]=[C:8](C(OCC)=O)[S:9][CH:10]=2)[CH2:4][CH2:3][CH2:2]1.[OH-].[K+].Cl. Product: [CH:1]1([CH2:5][C:6]2[N:7]=[CH:8][S:9][CH:10]=2)[CH2:4][CH2:3][CH2:2]1. The catalyst class is: 40. (6) Reactant: [Cl:1][C:2]1[CH:7]=[CH:6][C:5]([C:8]2[N:9]=[C:10]([CH2:24][N:25]3[N:29]=[N:28][CH:27]=[N:26]3)[C:11]([C:21](O)=[O:22])=[N:12][C:13]=2[C:14]2[CH:19]=[CH:18][C:17]([Cl:20])=[CH:16][CH:15]=2)=[CH:4][CH:3]=1.[F:30][C:31]1([F:38])[CH2:36][CH2:35][N:34]([NH2:37])[CH2:33][CH2:32]1.F[P-](F)(F)(F)(F)F.N1(O[P+](N2CCCC2)(N2CCCC2)N2CCCC2)C2C=CC=CC=2N=N1. Product: [Cl:1][C:2]1[CH:3]=[CH:4][C:5]([C:8]2[N:9]=[C:10]([CH2:24][N:25]3[N:29]=[N:28][CH:27]=[N:26]3)[C:11]([C:21]([NH:37][N:34]3[CH2:35][CH2:36][C:31]([F:38])([F:30])[CH2:32][CH2:33]3)=[O:22])=[N:12][C:13]=2[C:14]2[CH:19]=[CH:18][C:17]([Cl:20])=[CH:16][CH:15]=2)=[CH:6][CH:7]=1. The catalyst class is: 529. (7) Product: [Br:1][C:2]1[CH:3]=[C:4]([C:11]2[O:12][CH:24]=[N:23][CH:22]=2)[C:5]2[O:9][CH2:8][CH2:7][C:6]=2[CH:10]=1. The catalyst class is: 5. Reactant: [Br:1][C:2]1[CH:3]=[C:4]([CH:11]=[O:12])[C:5]2[O:9][CH2:8][CH2:7][C:6]=2[CH:10]=1.C1(C)C=CC(S([CH2:22][N+:23]#[C-:24])(=O)=O)=CC=1.C(=O)([O-])[O-].[K+].[K+]. (8) Reactant: [I-].[CH3:2][S+](C)(C)=O.[H-].[Na+].[N:9]12[CH2:16][CH2:15][CH:12]([CH2:13][CH2:14]1)[C:11](=[O:17])[CH2:10]2.O. Product: [O:17]1[CH2:2][C:11]21[CH:12]1[CH2:15][CH2:16][N:9]([CH2:14][CH2:13]1)[CH2:10]2. The catalyst class is: 16.